Dataset: Full USPTO retrosynthesis dataset with 1.9M reactions from patents (1976-2016). Task: Predict the reactants needed to synthesize the given product. (1) Given the product [C:1]([N:5]1[C:10](=[O:11])[C:9]([Cl:12])=[C:8]([S:13][CH2:14][C:15]2[CH:16]=[CH:17][C:18]([CH2:21][CH2:22][CH2:23][CH2:24][OH:25])=[CH:19][CH:20]=2)[CH:7]=[N:6]1)([CH3:4])([CH3:3])[CH3:2], predict the reactants needed to synthesize it. The reactants are: [C:1]([N:5]1[C:10](=[O:11])[C:9]([Cl:12])=[C:8]([S:13][CH2:14][C:15]2[CH:20]=[CH:19][C:18]([CH2:21][CH2:22][CH2:23][CH2:24][O:25][Si](C(C)(C)C)(C)C)=[CH:17][CH:16]=2)[CH:7]=[N:6]1)([CH3:4])([CH3:3])[CH3:2].Cl. (2) The reactants are: Br[C:2]1[CH:7]=[CH:6][C:5]([O:8][CH3:9])=[CH:4][CH:3]=1.[Mg].[I-].[Br:12][C:13]1[CH:14]=[C:15]([CH:18]=[CH:19][CH:20]=1)[C:16]#[N:17].[BH4-].[Na+].[Cl-].[NH4+]. Given the product [Br:12][C:13]1[CH:14]=[C:15]([CH:16]([C:2]2[CH:7]=[CH:6][C:5]([O:8][CH3:9])=[CH:4][CH:3]=2)[NH2:17])[CH:18]=[CH:19][CH:20]=1, predict the reactants needed to synthesize it. (3) Given the product [O:1]=[C:2]([C@H:23]([CH3:70])[C@@H:24]([O:61][C:62]([O:64][CH2:65][C:66]([Cl:67])([Cl:68])[Cl:69])=[O:63])[C@@H:25]([CH3:60])[CH2:26]/[CH:27]=[CH:28]/[C:29](/[CH3:59])=[CH:30]\[CH2:31][C@H:32]([OH:51])/[C:33](/[CH3:50])=[CH:34]/[C:35]1[N:36]=[C:37]([CH2:40][O:41][C:42]([O:44][CH2:45][C:46]([Cl:47])([Cl:48])[Cl:49])=[O:43])[S:38][CH:39]=1)[C:3]([CH3:22])([CH3:21])[C@@H:4]([O:13][Si:14]([CH2:19][CH3:20])([CH2:15][CH3:16])[CH2:17][CH3:18])[CH2:5][C:6]([OH:8])=[O:7], predict the reactants needed to synthesize it. The reactants are: [O:1]=[C:2]([C@H:23]([CH3:70])[C@@H:24]([O:61][C:62]([O:64][CH2:65][C:66]([Cl:69])([Cl:68])[Cl:67])=[O:63])[C@@H:25]([CH3:60])[CH2:26]/[CH:27]=[CH:28]/[C:29](/[CH3:59])=[CH:30]\[CH2:31][C@H:32]([O:51][Si](CC)(CC)CC)/[C:33](/[CH3:50])=[CH:34]/[C:35]1[N:36]=[C:37]([CH2:40][O:41][C:42]([O:44][CH2:45][C:46]([Cl:49])([Cl:48])[Cl:47])=[O:43])[S:38][CH:39]=1)[C:3]([CH3:22])([CH3:21])[C@@H:4]([O:13][Si:14]([CH2:19][CH3:20])([CH2:17][CH3:18])[CH2:15][CH3:16])[CH2:5][C:6]([O:8]C(C)(C)C)=[O:7].N1C(C)=CC=CC=1C.FC(F)(F)S(O[Si](CC)(CC)CC)(=O)=O.Cl.P([O-])([O-])([O-])=O. (4) Given the product [C:24]([C:13]1[C:12]2[C:17](=[CH:18][C:19]([O:20][CH3:21])=[C:10](/[C:8](/[CH3:9])=[C:2](/[F:1])\[CH2:3][OH:4])[CH:11]=2)[O:16][C:15]([CH3:23])([CH3:22])[CH:14]=1)([CH3:27])([CH3:25])[CH3:26], predict the reactants needed to synthesize it. The reactants are: [F:1]/[C:2](=[C:8](/[C:10]1[CH:11]=[C:12]2[C:17](=[CH:18][C:19]=1[O:20][CH3:21])[O:16][C:15]([CH3:23])([CH3:22])[CH:14]=[C:13]2[C:24]([CH3:27])([CH3:26])[CH3:25])\[CH3:9])/[C:3](OCC)=[O:4].[H-].C([Al+]CC(C)C)C(C)C. (5) Given the product [CH3:36][NH:37][C:2]1[N:7]=[CH:6][C:5]([C:8]2[CH:9]=[N:10][N:11]3[C:16]([C:17]4[CH:18]=[C:19]([NH:23][C:24](=[O:35])[C:25]5[CH:30]=[CH:29][CH:28]=[C:27]([C:31]([F:34])([F:33])[F:32])[CH:26]=5)[CH:20]=[CH:21][CH:22]=4)=[CH:15][CH:14]=[N:13][C:12]=23)=[CH:4][CH:3]=1, predict the reactants needed to synthesize it. The reactants are: Cl[C:2]1[N:7]=[CH:6][C:5]([C:8]2[CH:9]=[N:10][N:11]3[C:16]([C:17]4[CH:18]=[C:19]([NH:23][C:24](=[O:35])[C:25]5[CH:30]=[CH:29][CH:28]=[C:27]([C:31]([F:34])([F:33])[F:32])[CH:26]=5)[CH:20]=[CH:21][CH:22]=4)=[CH:15][CH:14]=[N:13][C:12]=23)=[CH:4][CH:3]=1.[CH3:36][NH2:37]. (6) Given the product [CH2:16]([N:15]([CH2:20][CH2:21][CH2:22][CH3:23])[C:9]1[CH:10]=[C:11]2[C:6]([C:5]3[CH:4]=[CH:3][C:2]([C:29]4[S:30][C:26]([CH:24]=[O:25])=[CH:27][CH:28]=4)=[CH:14][C:13]=3[CH2:12]2)=[CH:7][CH:8]=1)[CH2:17][CH2:18][CH3:19], predict the reactants needed to synthesize it. The reactants are: Br[C:2]1[CH:14]=[C:13]2[C:5]([C:6]3[CH:7]=[CH:8][C:9]([N:15]([CH2:20][CH2:21][CH2:22][CH3:23])[CH2:16][CH2:17][CH2:18][CH3:19])=[CH:10][C:11]=3[CH2:12]2)=[CH:4][CH:3]=1.[CH:24]([C:26]1[S:30][C:29](B(O)O)=[CH:28][CH:27]=1)=[O:25].C(=O)([O-])[O-].[K+].[K+].C1(C)C=CC=CC=1. (7) Given the product [CH3:1][C@@H:2]1[O:7][CH2:6][C@@H:5]([C:8]2[CH:13]=[CH:12][CH:11]=[CH:10][CH:9]=2)[N:4]([CH2:14][C:15]([O-:17])=[O:16])[C:3]1=[O:20].[Li+:21], predict the reactants needed to synthesize it. The reactants are: [CH3:1][C@H:2]1[O:7][CH2:6][C@@H:5]([C:8]2[CH:13]=[CH:12][CH:11]=[CH:10][CH:9]=2)[N:4]([CH2:14][C:15]([O:17]CC)=[O:16])[C:3]1=[O:20].[Li+:21].[OH-].Cl. (8) Given the product [C:14]([C:12]1[CH:11]=[CH:10][C:9]([C:19]([NH:20][CH2:21][C:22]2[CH:23]=[N:24][CH:25]=[CH:26][CH:27]=2)=[O:28])=[C:8]([NH:7][CH2:6][CH2:5][C:4]2[CH:29]=[CH:30][CH:31]=[C:2]([F:1])[CH:3]=2)[N:13]=1)(=[NH:32])[NH2:18], predict the reactants needed to synthesize it. The reactants are: [F:1][C:2]1[CH:3]=[C:4]([CH:29]=[CH:30][CH:31]=1)[CH2:5][CH2:6][NH:7][C:8]1[N:13]=[C:12]([C:14](=[NH:18])OCC)[CH:11]=[CH:10][C:9]=1[C:19](=[O:28])[NH:20][CH2:21][C:22]1[CH:23]=[N:24][CH:25]=[CH:26][CH:27]=1.[NH3:32].CO.